This data is from CYP3A4 inhibition data for predicting drug metabolism from PubChem BioAssay. The task is: Regression/Classification. Given a drug SMILES string, predict its absorption, distribution, metabolism, or excretion properties. Task type varies by dataset: regression for continuous measurements (e.g., permeability, clearance, half-life) or binary classification for categorical outcomes (e.g., BBB penetration, CYP inhibition). Dataset: cyp3a4_veith. (1) The compound is CC1(C)OC[C@@H]2O[C@H](n3cnc4c(N)nc(Cl)nc43)[C@@H](OS(C)(=O)=O)[C@@H]2O1. The result is 0 (non-inhibitor). (2) The compound is NO. The result is 0 (non-inhibitor).